From a dataset of Peptide-MHC class I binding affinity with 185,985 pairs from IEDB/IMGT. Regression. Given a peptide amino acid sequence and an MHC pseudo amino acid sequence, predict their binding affinity value. This is MHC class I binding data. (1) The peptide sequence is IRNPPMVVF. The MHC is HLA-A01:01 with pseudo-sequence HLA-A01:01. The binding affinity (normalized) is 0.0847. (2) The peptide sequence is RPRQRGIPF. The MHC is HLA-B15:17 with pseudo-sequence HLA-B15:17. The binding affinity (normalized) is 0.640. (3) The peptide sequence is ASGNLLLDK. The binding affinity (normalized) is 0.0251. The MHC is HLA-A68:01 with pseudo-sequence HLA-A68:01. (4) The peptide sequence is AMKRNYTVL. The MHC is H-2-Db with pseudo-sequence H-2-Db. The binding affinity (normalized) is 0.643. (5) The peptide sequence is LSPRTLNAW. The MHC is HLA-C06:02 with pseudo-sequence HLA-C06:02. The binding affinity (normalized) is 0.